From a dataset of Full USPTO retrosynthesis dataset with 1.9M reactions from patents (1976-2016). Predict the reactants needed to synthesize the given product. Given the product [OH:11][C@H:9]1[C@@H:8]2[C@@:7]([CH3:14])([CH2:12]2)[C@@H:6]([C:4]([O:3][CH2:1][CH3:2])=[O:5])[CH2:10]1.[OH:11][C@@H:9]1[C@H:8]2[C@:7]([CH3:14])([CH2:12]2)[C@H:6]([C:4]([O:3][CH2:1][CH3:2])=[O:5])[CH2:10]1, predict the reactants needed to synthesize it. The reactants are: [CH2:1]([O:3][C:4]([C@H:6]1[CH2:10][C@@H:9]([OH:11])[CH:8]=[C:7]1[CH3:12])=[O:5])[CH3:2].Cl[CH2:14]I.